From a dataset of NCI-60 drug combinations with 297,098 pairs across 59 cell lines. Regression. Given two drug SMILES strings and cell line genomic features, predict the synergy score measuring deviation from expected non-interaction effect. (1) Drug 2: CCN(CC)CCCC(C)NC1=C2C=C(C=CC2=NC3=C1C=CC(=C3)Cl)OC. Synergy scores: CSS=69.3, Synergy_ZIP=-0.337, Synergy_Bliss=-1.96, Synergy_Loewe=-5.20, Synergy_HSA=-0.891. Cell line: K-562. Drug 1: C1=CN(C(=O)N=C1N)C2C(C(C(O2)CO)O)O.Cl. (2) Drug 1: CS(=O)(=O)C1=CC(=C(C=C1)C(=O)NC2=CC(=C(C=C2)Cl)C3=CC=CC=N3)Cl. Drug 2: C1CC(=O)NC(=O)C1N2CC3=C(C2=O)C=CC=C3N. Cell line: HOP-62. Synergy scores: CSS=5.71, Synergy_ZIP=-2.05, Synergy_Bliss=-1.42, Synergy_Loewe=-1.38, Synergy_HSA=-1.28. (3) Drug 1: CC1C(C(CC(O1)OC2CC(OC(C2O)C)OC3=CC4=CC5=C(C(=O)C(C(C5)C(C(=O)C(C(C)O)O)OC)OC6CC(C(C(O6)C)O)OC7CC(C(C(O7)C)O)OC8CC(C(C(O8)C)O)(C)O)C(=C4C(=C3C)O)O)O)O. Drug 2: C1=NNC2=C1C(=O)NC=N2. Cell line: SNB-75. Synergy scores: CSS=29.6, Synergy_ZIP=1.71, Synergy_Bliss=2.91, Synergy_Loewe=-13.0, Synergy_HSA=0.568. (4) Drug 1: COC1=CC(=CC(=C1O)OC)C2C3C(COC3=O)C(C4=CC5=C(C=C24)OCO5)OC6C(C(C7C(O6)COC(O7)C8=CC=CS8)O)O. Drug 2: C1C(C(OC1N2C=NC3=C(N=C(N=C32)Cl)N)CO)O. Cell line: HL-60(TB). Synergy scores: CSS=75.6, Synergy_ZIP=3.34, Synergy_Bliss=3.77, Synergy_Loewe=3.52, Synergy_HSA=5.49. (5) Drug 1: C1C(C(OC1N2C=C(C(=O)NC2=O)F)CO)O. Drug 2: CC(C)(C#N)C1=CC(=CC(=C1)CN2C=NC=N2)C(C)(C)C#N. Cell line: M14. Synergy scores: CSS=3.12, Synergy_ZIP=-2.30, Synergy_Bliss=-1.80, Synergy_Loewe=-3.89, Synergy_HSA=-3.12. (6) Drug 1: CC1=C2C(C(=O)C3(C(CC4C(C3C(C(C2(C)C)(CC1OC(=O)C(C(C5=CC=CC=C5)NC(=O)OC(C)(C)C)O)O)OC(=O)C6=CC=CC=C6)(CO4)OC(=O)C)OC)C)OC. Synergy scores: CSS=49.0, Synergy_ZIP=9.33, Synergy_Bliss=8.44, Synergy_Loewe=-23.5, Synergy_HSA=9.13. Drug 2: C1C(C(OC1N2C=NC3=C2NC=NCC3O)CO)O. Cell line: PC-3. (7) Drug 1: COC1=NC(=NC2=C1N=CN2C3C(C(C(O3)CO)O)O)N. Drug 2: C1CC(=O)NC(=O)C1N2C(=O)C3=CC=CC=C3C2=O. Cell line: CCRF-CEM. Synergy scores: CSS=61.7, Synergy_ZIP=2.71, Synergy_Bliss=2.70, Synergy_Loewe=-16.4, Synergy_HSA=1.74. (8) Drug 1: CN(C)C1=NC(=NC(=N1)N(C)C)N(C)C. Drug 2: CCC(=C(C1=CC=CC=C1)C2=CC=C(C=C2)OCCN(C)C)C3=CC=CC=C3.C(C(=O)O)C(CC(=O)O)(C(=O)O)O. Cell line: RPMI-8226. Synergy scores: CSS=-11.0, Synergy_ZIP=7.17, Synergy_Bliss=0.605, Synergy_Loewe=-13.8, Synergy_HSA=-9.59. (9) Drug 1: CC12CCC3C(C1CCC2=O)CC(=C)C4=CC(=O)C=CC34C. Drug 2: CN1C2=C(C=C(C=C2)N(CCCl)CCCl)N=C1CCCC(=O)O.Cl. Cell line: SK-MEL-2. Synergy scores: CSS=44.5, Synergy_ZIP=0.363, Synergy_Bliss=0.798, Synergy_Loewe=-7.51, Synergy_HSA=-0.503. (10) Drug 1: C1CCN(CC1)CCOC2=CC=C(C=C2)C(=O)C3=C(SC4=C3C=CC(=C4)O)C5=CC=C(C=C5)O. Drug 2: CC1C(C(CC(O1)OC2CC(CC3=C2C(=C4C(=C3O)C(=O)C5=C(C4=O)C(=CC=C5)OC)O)(C(=O)C)O)N)O.Cl. Cell line: NCI-H322M. Synergy scores: CSS=31.9, Synergy_ZIP=-7.32, Synergy_Bliss=2.81, Synergy_Loewe=-31.8, Synergy_HSA=2.76.